Dataset: Reaction yield outcomes from USPTO patents with 853,638 reactions. Task: Predict the reaction yield, written as a fraction of the theoretical maximum amount of product (1.0 means a 100% yield; for example, 0.34 means a 34% yield). (1) The reactants are [N+:1]([C:4]1[CH:9]=[CH:8][C:7]([NH:10][CH:11]2[CH2:16][CH2:15][CH:14]([O:17][CH2:18][C:19]([NH2:21])=O)[CH2:13][CH2:12]2)=[CH:6][C:5]=1[C:22]([F:25])([F:24])[F:23])([O-:3])=[O:2]. The catalyst is B.C1COCC1. The product is [NH2:21][CH2:19][CH2:18][O:17][CH:14]1[CH2:15][CH2:16][CH:11]([NH:10][C:7]2[CH:8]=[CH:9][C:4]([N+:1]([O-:3])=[O:2])=[C:5]([C:22]([F:23])([F:24])[F:25])[CH:6]=2)[CH2:12][CH2:13]1. The yield is 0.850. (2) The reactants are [C:1]([NH:4][C@@H:5]1[CH2:10][C:9](=O)[CH2:8][CH2:7][C@@H:6]1[N:12]1[CH2:16][CH2:15][C@H:14]([NH:17][C:18](=[O:27])[O:19][CH2:20][C:21]2[CH:26]=[CH:25][CH:24]=[CH:23][CH:22]=2)[C:13]1=[O:28])(=[O:3])[CH3:2].[C:29]([NH2:33])([CH3:32])([CH3:31])[CH3:30].S(C)C. The catalyst is ClCCl.Cl[Ti](Cl)(Cl)Cl.CC(O[Ti](OC(C)C)(OC(C)C)OC(C)C)C.Cl[Ti](Cl)(Cl)Cl.CC(O[Ti](OC(C)C)(OC(C)C)OC(C)C)C. The product is [C:1]([NH:4][C@@H:5]1[CH2:10][C@H:9]([NH:33][C:29]([CH3:32])([CH3:31])[CH3:30])[CH2:8][CH2:7][C@@H:6]1[N:12]1[CH2:16][CH2:15][C@H:14]([NH:17][C:18](=[O:27])[O:19][CH2:20][C:21]2[CH:22]=[CH:23][CH:24]=[CH:25][CH:26]=2)[C:13]1=[O:28])(=[O:3])[CH3:2]. The yield is 0.780. (3) The reactants are C([N:4]1[CH2:11][CH:10]2[C:6]([C:12]3[CH:17]=[CH:16][CH:15]=[CH:14][CH:13]=3)([NH:7][O:8][CH2:9]2)[CH2:5]1)C=C.Cl. The catalyst is C(Cl)(Cl)Cl.[Pd].C1(P(C2C=CC=CC=2)C2C=CC=CC=2)C=CC=CC=1.C1(P(C2C=CC=CC=2)C2C=CC=CC=2)C=CC=CC=1.C1(P(C2C=CC=CC=2)C2C=CC=CC=2)C=CC=CC=1.C1(P(C2C=CC=CC=2)C2C=CC=CC=2)C=CC=CC=1. The product is [C:12]1([C:6]23[CH2:5][NH:4][CH2:11][CH:10]2[CH2:9][O:8][NH:7]3)[CH:13]=[CH:14][CH:15]=[CH:16][CH:17]=1. The yield is 0.920.